Dataset: Reaction yield outcomes from USPTO patents with 853,638 reactions. Task: Predict the reaction yield, written as a fraction of the theoretical maximum amount of product (1.0 means a 100% yield; for example, 0.34 means a 34% yield). (1) The reactants are Br[C:2]1[S:6][C:5]([NH:7][C:8]([NH:10][C:11]2[CH:16]=[CH:15][C:14]([CH3:17])=[CH:13][C:12]=2[C:18]([CH:20]2[CH2:24][CH2:23][CH2:22][CH2:21]2)=[O:19])=[O:9])=[N:4][CH:3]=1.[SH:25][C:26]1[N:30]([CH2:31][C:32]([OH:34])=[O:33])[N:29]=[N:28][N:27]=1. No catalyst specified. The product is [CH:20]1([C:18]([C:12]2[CH:13]=[C:14]([CH3:17])[CH:15]=[CH:16][C:11]=2[NH:10][C:8](=[O:9])[NH:7][C:5]2[S:6][C:2]([S:25][C:26]3[N:30]([CH2:31][C:32]([OH:34])=[O:33])[N:29]=[N:28][N:27]=3)=[CH:3][N:4]=2)=[O:19])[CH2:24][CH2:23][CH2:22][CH2:21]1. The yield is 0.280. (2) The reactants are [CH2:1]([N:3]1[C:11]2[CH:10]=[C:9]3[NH:12][C:13]([C:15]4[C:23]5[C:18](=[CH:19][CH:20]=[C:21]([C:24](O)=[O:25])[CH:22]=5)[NH:17][N:16]=4)=[N:14][C:8]3=[CH:7][C:6]=2[C:5]([CH3:28])([CH3:27])[C:4]1=[O:29])[CH3:2].C(Cl)(=O)C(Cl)=O.[NH3:36]. The catalyst is CN(C=O)C.C1COCC1. The product is [CH2:1]([N:3]1[C:11]2[CH:10]=[C:9]3[NH:12][C:13]([C:15]4[C:23]5[C:18](=[CH:19][CH:20]=[C:21]([C:24]([NH2:36])=[O:25])[CH:22]=5)[NH:17][N:16]=4)=[N:14][C:8]3=[CH:7][C:6]=2[C:5]([CH3:27])([CH3:28])[C:4]1=[O:29])[CH3:2]. The yield is 0.820. (3) The reactants are [F:1][C:2]1[CH:3]=[C:4]([OH:13])[CH:5]=[C:6]2[C:10]=1[C:9]([CH3:12])([CH3:11])[CH2:8][CH2:7]2.[H-].[Na+].[F:16][C:17]([F:36])([F:35])[S:18](N(C1C=CC=CC=1)[S:18]([C:17]([F:36])([F:35])[F:16])(=[O:20])=[O:19])(=[O:20])=[O:19]. The catalyst is C1COCC1. The product is [F:16][C:17]([F:36])([F:35])[S:18]([O:13][C:4]1[CH:5]=[C:6]2[C:10](=[C:2]([F:1])[CH:3]=1)[C:9]([CH3:11])([CH3:12])[CH2:8][CH2:7]2)(=[O:20])=[O:19]. The yield is 0.860. (4) The reactants are Cl[CH2:2][N:3]1[CH2:7][CH:6]([CH2:8][CH2:9][CH3:10])[CH2:5][C:4]1=[O:11].[Al+3].[Cl-].[Cl-].[Cl-].[CH3:16][N:17]1[C:21]([NH2:22])=[CH:20][CH:19]=[N:18]1.C(=O)(O)[O-].[Na+]. The catalyst is C(Cl)Cl.O. The product is [NH2:22][C:21]1[N:17]([CH3:16])[N:18]=[CH:19][C:20]=1[CH2:2][N:3]1[CH2:7][CH:6]([CH2:8][CH2:9][CH3:10])[CH2:5][C:4]1=[O:11]. The yield is 0.160. (5) The reactants are [C:1]([O:5][C:6]([N:8]([O:19][CH2:20][CH2:21][NH:22]C(OCC1C=CC=CC=1)=O)[C:9]([NH:11][C:12]([O:14][C:15]([CH3:18])([CH3:17])[CH3:16])=[O:13])=[NH:10])=[O:7])([CH3:4])([CH3:3])[CH3:2]. The catalyst is C(O)C.O1CCCC1.[Pd]. The product is [C:1]([O:5][C:6]([N:8]([O:19][CH2:20][CH2:21][NH2:22])[C:9]([NH:11][C:12]([O:14][C:15]([CH3:17])([CH3:16])[CH3:18])=[O:13])=[NH:10])=[O:7])([CH3:4])([CH3:3])[CH3:2]. The yield is 0.610. (6) The reactants are [Cl:1][C:2]1[N:3]=[C:4]([N:23]2[CH2:28][CH2:27][O:26][CH2:25][CH2:24]2)[C:5]2[S:10][C:9]([CH2:11][N:12]3C(=O)C4C(=CC=CC=4)C3=O)=[CH:8][C:6]=2[N:7]=1.NN.O. The catalyst is CO. The product is [Cl:1][C:2]1[N:3]=[C:4]([N:23]2[CH2:24][CH2:25][O:26][CH2:27][CH2:28]2)[C:5]2[S:10][C:9]([CH2:11][NH2:12])=[CH:8][C:6]=2[N:7]=1. The yield is 0.730. (7) The reactants are C(N(CC)CC)C.Cl.Cl.[CH3:10][N:11]1[C:15]2[C:16]3[CH:17]=[CH:18][CH:19]=[CH:20][C:21]=3[O:22][C:23]3([CH2:28][CH2:27][NH:26][CH2:25][CH2:24]3)[C:14]=2[CH:13]=[N:12]1.[CH:29]([S:32]([C:35]1[CH:43]=[CH:42][C:38]([C:39](O)=[O:40])=[CH:37][C:36]=1[CH3:44])(=[O:34])=[O:33])([CH3:31])[CH3:30].CN(C(ON1N=NC2C=CC=NC1=2)=[N+](C)C)C.F[P-](F)(F)(F)(F)F. The catalyst is ClCCl. The product is [CH:29]([S:32]([C:35]1[CH:43]=[CH:42][C:38]([C:39]([N:26]2[CH2:27][CH2:28][C:23]3([C:14]4[CH:13]=[N:12][N:11]([CH3:10])[C:15]=4[C:16]4[CH:17]=[CH:18][CH:19]=[CH:20][C:21]=4[O:22]3)[CH2:24][CH2:25]2)=[O:40])=[CH:37][C:36]=1[CH3:44])(=[O:34])=[O:33])([CH3:31])[CH3:30]. The yield is 0.650.